This data is from Catalyst prediction with 721,799 reactions and 888 catalyst types from USPTO. The task is: Predict which catalyst facilitates the given reaction. (1) Reactant: [NH:1]1[CH2:5][CH2:4][CH:3]([OH:6])[CH2:2]1.[C:8]([O:10][C:11]([CH3:14])([CH3:13])[CH3:12])(=[O:9])[C:8]([O:10][C:11]([CH3:14])([CH3:13])[CH3:12])=[O:9]. Product: [OH:6][CH:3]1[CH2:4][CH2:5][N:1]([C:8]([O:10][C:11]([CH3:14])([CH3:13])[CH3:12])=[O:9])[CH2:2]1. The catalyst class is: 12. (2) Reactant: [F:1][C:2]1[CH:7]=[C:6]([OH:8])[CH:5]=[CH:4][C:3]=1[C:9]1[CH:10]=[C:11]2[C:16](=[CH:17][CH:18]=1)[CH:15]=[C:14]([OH:19])[CH:13]=[CH:12]2.C1C(=O)N([Cl:27])C(=O)C1. Product: [Cl:27][C:15]1[C:16]2[C:11](=[CH:10][C:9]([C:3]3[CH:4]=[CH:5][C:6]([OH:8])=[CH:7][C:2]=3[F:1])=[CH:18][CH:17]=2)[CH:12]=[CH:13][C:14]=1[OH:19]. The catalyst class is: 1.